This data is from Full USPTO retrosynthesis dataset with 1.9M reactions from patents (1976-2016). The task is: Predict the reactants needed to synthesize the given product. (1) Given the product [N:41]1([O:37][C:35](=[O:36])[CH2:34][C@H:29]2[O:30][CH2:52][C@H:51]([NH:53][C:20](=[O:21])[O:22][C:23]([CH3:24])([CH3:25])[CH3:26])[CH2:27][CH2:28]2)[C:45]2[CH:46]=[CH:47][CH:48]=[CH:49][C:44]=2[N:43]=[N:42]1, predict the reactants needed to synthesize it. The reactants are: Cl.S(=O)(=O)(O)O.C(=O)(O)[O-].[Na+].[C:20](O[C:20]([O:22][C:23]([CH3:26])([CH3:25])[CH3:24])=[O:21])([O:22][C:23]([CH3:26])([CH3:25])[CH3:24])=[O:21].[C:27](O)(=O)[CH2:28][C:29]([CH2:34][C:35]([OH:37])=[O:36])(C(O)=O)[OH:30].O[N:41]1[C:45]2[CH:46]=[CH:47][CH:48]=[CH:49][C:44]=2[N:43]=[N:42]1.Cl.[CH2:51]([N:53]=C=NCCCN(C)C)[CH3:52]. (2) Given the product [F:1][C:2]1[CH:7]=[CH:6][CH:5]=[CH:4][C:3]=1[N:8]1[CH:12]=[CH:11][N:10]=[C:9]1[C:19]1([OH:18])[CH2:20][CH2:21][N:22]([C:25]([O:27][C:28]([CH3:30])([CH3:29])[CH3:31])=[O:26])[CH2:23][CH2:24]1, predict the reactants needed to synthesize it. The reactants are: [F:1][C:2]1[CH:7]=[CH:6][CH:5]=[CH:4][C:3]=1[N:8]1[CH:12]=[CH:11][N:10]=[CH:9]1.C([Li])CCC.[O:18]=[C:19]1[CH2:24][CH2:23][N:22]([C:25]([O:27][C:28]([CH3:31])([CH3:30])[CH3:29])=[O:26])[CH2:21][CH2:20]1. (3) Given the product [CH3:2][C:3]1[C:7]([C:8]2[CH:17]=[C:16]3[C:11]([C:12]([NH:21][CH2:22][C:23]4[CH:28]=[CH:27][CH:26]=[CH:25][N:24]=4)=[C:13]([NH2:18])[CH:14]=[N:15]3)=[CH:10][C:9]=2[O:29][CH3:30])=[C:6]([CH3:31])[O:5][N:4]=1, predict the reactants needed to synthesize it. The reactants are: O.[CH3:2][C:3]1[C:7]([C:8]2[CH:17]=[C:16]3[C:11]([C:12]([NH:21][CH2:22][C:23]4[CH:28]=[CH:27][CH:26]=[CH:25][N:24]=4)=[C:13]([N+:18]([O-])=O)[CH:14]=[N:15]3)=[CH:10][C:9]=2[O:29][CH3:30])=[C:6]([CH3:31])[O:5][N:4]=1.[H][H]. (4) Given the product [CH3:1][N:2]([CH3:32])[C:3]([C:5]1[N:26]([CH:27]2[CH2:31][CH2:30][CH2:29][CH2:28]2)[C:8]2[N:9]=[C:10]([NH:13][C:14]3[CH:19]=[CH:18][C:17]([N:20]4[CH2:21][CH2:22][N:23]([C:39]([CH:33]5[CH2:38][CH2:37][CH2:36][CH2:35][CH2:34]5)=[O:40])[CH2:24][CH2:25]4)=[CH:16][N:15]=3)[N:11]=[CH:12][C:7]=2[CH:6]=1)=[O:4], predict the reactants needed to synthesize it. The reactants are: [CH3:1][N:2]([CH3:32])[C:3]([C:5]1[N:26]([CH:27]2[CH2:31][CH2:30][CH2:29][CH2:28]2)[C:8]2[N:9]=[C:10]([NH:13][C:14]3[CH:19]=[CH:18][C:17]([N:20]4[CH2:25][CH2:24][NH:23][CH2:22][CH2:21]4)=[CH:16][N:15]=3)[N:11]=[CH:12][C:7]=2[CH:6]=1)=[O:4].[CH:33]1([C:39](Cl)=[O:40])[CH2:38][CH2:37][CH2:36][CH2:35][CH2:34]1. (5) Given the product [CH3:1][O:2][N:3]=[C:4]1[C:12]2[C:7](=[CH:14][N:9]=[CH:10][CH:11]=2)[O:6][CH2:5]1, predict the reactants needed to synthesize it. The reactants are: [CH3:1][O:2][N:3]=[C:4]1[C:12]2[CH:11]=[CH:10][N:9]=N[C:7]=2[O:6][CH2:5]1.O1C2=CN=CC=C2C(=O)[CH2:14]1. (6) Given the product [NH2:1][C:2]1[CH:7]=[CH:6][N:5]([C@@H:8]2[O:9][C@H:10]([CH2:16][O:17][P:29]([NH:38][C@@H:39]([CH3:46])[C:40]([O:42][CH:43]([CH3:45])[CH3:44])=[O:41])([O:28][C:27]3[CH:47]=[CH:48][CH:49]=[CH:50][CH:26]=3)=[O:30])[C@@H:11]([OH:15])[C@@:12]2([Cl:14])[F:13])[C:4](=[O:18])[N:3]=1, predict the reactants needed to synthesize it. The reactants are: [NH2:1][C:2]1[CH:7]=[CH:6][N:5]([C@H:8]2[C@:12]([Cl:14])([F:13])[C@H:11]([OH:15])[C@@H:10]([CH2:16][OH:17])[O:9]2)[C:4](=[O:18])[N:3]=1.C([Mg]Cl)(C)(C)C.F[C:26]1[C:50](F)=[C:49](F)[C:48](F)=[C:47](F)[C:27]=1[O:28][P:29]([NH:38][C@@H:39]([CH3:46])[C:40]([O:42][CH:43]([CH3:45])[CH3:44])=[O:41])(OC1C=CC=CC=1)=[O:30].